This data is from Reaction yield outcomes from USPTO patents with 853,638 reactions. The task is: Predict the reaction yield, written as a fraction of the theoretical maximum amount of product (1.0 means a 100% yield; for example, 0.34 means a 34% yield). The reactants are [F:1][C:2]1[CH:7]=[CH:6][C:5]([F:8])=[CH:4][C:3]=1[OH:9].Cl[C:11]1[CH:12]=[CH:13][C:14]([N+:26]([O-:28])=[O:27])=[C:15]([CH2:17][NH:18][C:19](=[O:25])[O:20][C:21]([CH3:24])([CH3:23])[CH3:22])[CH:16]=1.[H-].[Na+]. The catalyst is CN(C)C=O. The product is [F:1][C:2]1[CH:7]=[CH:6][C:5]([F:8])=[CH:4][C:3]=1[O:9][C:11]1[CH:12]=[CH:13][C:14]([N+:26]([O-:28])=[O:27])=[C:15]([CH2:17][NH:18][C:19](=[O:25])[O:20][C:21]([CH3:24])([CH3:22])[CH3:23])[CH:16]=1. The yield is 0.920.